Dataset: Merck oncology drug combination screen with 23,052 pairs across 39 cell lines. Task: Regression. Given two drug SMILES strings and cell line genomic features, predict the synergy score measuring deviation from expected non-interaction effect. (1) Drug 1: O=S1(=O)NC2(CN1CC(F)(F)F)C1CCC2Cc2cc(C=CCN3CCC(C(F)(F)F)CC3)ccc2C1. Drug 2: NC1(c2ccc(-c3nc4ccn5c(=O)[nH]nc5c4cc3-c3ccccc3)cc2)CCC1. Cell line: OV90. Synergy scores: synergy=23.1. (2) Drug 1: O=C(O)C1(Cc2cccc(Nc3nccs3)n2)CCC(Oc2cccc(Cl)c2F)CC1. Drug 2: NC1CCCCC1N.O=C(O)C(=O)O.[Pt+2]. Cell line: VCAP. Synergy scores: synergy=8.70.